Dataset: NCI-60 drug combinations with 297,098 pairs across 59 cell lines. Task: Regression. Given two drug SMILES strings and cell line genomic features, predict the synergy score measuring deviation from expected non-interaction effect. (1) Drug 1: CCC1=CC2CC(C3=C(CN(C2)C1)C4=CC=CC=C4N3)(C5=C(C=C6C(=C5)C78CCN9C7C(C=CC9)(C(C(C8N6C)(C(=O)OC)O)OC(=O)C)CC)OC)C(=O)OC.C(C(C(=O)O)O)(C(=O)O)O. Synergy scores: CSS=57.3, Synergy_ZIP=-3.26, Synergy_Bliss=-4.38, Synergy_Loewe=-5.11, Synergy_HSA=-1.39. Drug 2: C1=CN(C(=O)N=C1N)C2C(C(C(O2)CO)O)O.Cl. Cell line: HCC-2998. (2) Synergy scores: CSS=9.08, Synergy_ZIP=-3.19, Synergy_Bliss=-4.75, Synergy_Loewe=-19.6, Synergy_HSA=-4.26. Drug 1: CS(=O)(=O)C1=CC(=C(C=C1)C(=O)NC2=CC(=C(C=C2)Cl)C3=CC=CC=N3)Cl. Drug 2: C(CN)CNCCSP(=O)(O)O. Cell line: RXF 393. (3) Drug 1: CC1OCC2C(O1)C(C(C(O2)OC3C4COC(=O)C4C(C5=CC6=C(C=C35)OCO6)C7=CC(=C(C(=C7)OC)O)OC)O)O. Drug 2: CN(C(=O)NC(C=O)C(C(C(CO)O)O)O)N=O. Cell line: K-562. Synergy scores: CSS=39.8, Synergy_ZIP=-12.0, Synergy_Bliss=-5.37, Synergy_Loewe=-5.07, Synergy_HSA=-0.332. (4) Drug 1: CC1CCC2CC(C(=CC=CC=CC(CC(C(=O)C(C(C(=CC(C(=O)CC(OC(=O)C3CCCCN3C(=O)C(=O)C1(O2)O)C(C)CC4CCC(C(C4)OC)O)C)C)O)OC)C)C)C)OC. Drug 2: CN(C(=O)NC(C=O)C(C(C(CO)O)O)O)N=O. Cell line: ACHN. Synergy scores: CSS=1.86, Synergy_ZIP=-5.55, Synergy_Bliss=1.13, Synergy_Loewe=-20.5, Synergy_HSA=-1.35. (5) Drug 1: C1=NC2=C(N=C(N=C2N1C3C(C(C(O3)CO)O)F)Cl)N. Drug 2: C1=CC=C(C=C1)NC(=O)CCCCCCC(=O)NO. Cell line: SF-295. Synergy scores: CSS=12.6, Synergy_ZIP=-1.58, Synergy_Bliss=4.12, Synergy_Loewe=0.949, Synergy_HSA=1.93. (6) Drug 1: C1CC(=O)NC(=O)C1N2CC3=C(C2=O)C=CC=C3N. Synergy scores: CSS=9.42, Synergy_ZIP=-2.61, Synergy_Bliss=1.12, Synergy_Loewe=3.20, Synergy_HSA=3.22. Cell line: SF-295. Drug 2: C1=NC(=NC(=O)N1C2C(C(C(O2)CO)O)O)N.